Dataset: B-cell epitopes from IEDB database with 3,159 antigens for binding position prediction. Task: Token-level Classification. Given an antigen amino acid sequence, predict which amino acid positions are active epitope sites capable of antibody binding. Output is a list of indices for active positions. (1) Given the antigen sequence: MQLPLALCLVCLLVHTAFRVVEGQGWQAFKNDATEIIPELGEYPEPPPELENNKTMNRAENGGWPGGRPPSRAPLSTDVSEYSCRELHFTRYVTDGPCRSAKPVTELVCSGQCGPARLLPNAIGRGKWWRPSGPDFRCIPDRYRAQRVQLLCPGGEAPRARKVRLVASCKCKRLTRFHNQSELKDFGTEAARPQKGRKPRPRARSAKANQAELENAY, which amino acid positions are active epitope sites? The epitope positions are: [174, 175, 176, 177, 178, 179, 180, 181, 182, 183, 184, 185, 186]. The amino acids at these positions are: TRFHNQSELKDFG. (2) Given the antigen sequence: MWLLQPLLLCVPLSLAVHGQQKPQVPDYPGELHCGLQSLQFAINPSPGKATPALIVWDNRGLPHKLQNNSGCGTWVRESPGGSVLLDASYSSCYVNEWVSTTQSPGTSRPPTPASRVTPQDSHYVMIVGVEGTDAAGRRVTNTKVLRCPRNPPDQALVSSLSPSPLQNVALEAPNADLCDSVPKWDRLPCASSPITQGDCNKLGCCYKSEANSCYYGNTVTSRCTQDGHFSIAVSRNVTSPPLLLNSLRLAFGKDRECNPVKATRAFALFFFPFNSCGTTRWVTGDQAVYENELVAARDVRTWSHGSITRDSIFRLRVSCSYSVRSNAFPLSVQVFTIPPPHLKTQHGPLTLELKIAKDKHYGSYYTIGDYPVVKLLRDPIYVEVSIRHRTDPSLGLLLHNCWATPGKNSQSLSQWPILVKGCPYVGDNYQTQLIPVQKALDTPFPSYYKRFSIFTFSFVDTMAKWALRGPVYLHCNVSICQPAGTSSCRITCPVARRRR..., which amino acid positions are active epitope sites? The epitope positions are: [179, 180, 181, 182, 183, 184, 185, 186, 187, 188, 189]. The amino acids at these positions are: DSVPKWDRLPC. (3) Given the antigen sequence: HFVYQFMGECYFTNGTQRIRYVTRYIYNREEYVRYDSDVGEHRAVTELGRPDAEYWNSQPEFLEQKRAELDTVCRHNYEGPETHTSLRRL, which amino acid positions are active epitope sites? The epitope positions are: [57, 58, 59, 60, 61, 62, 63, 64, 65, 66, 67, 68, 69, 70, 71, 72]. The amino acids at these positions are: SQPEFLEQKRAELDTV. (4) Given the antigen sequence: MSGTFSRCMCTPAARVFWNAGQVFCTRCLSARSLLSPELQDTDLGAVGLFYKPRDKLHWKVPIGIPQVECTPSGCCWLSAVFPLARMTSGNHNFLQRLVKVADVLYRDGCLAPRHLRELQVYERGCNWYPITGPVPGMGLFANSMHVSDQPFPGATHVLTNSPLPQQACRQPFCPFEEAHSSVYRWKKFVVFTDSSLNGRSRMMWTPESDDSAALEVLPPELERQVEILIRSFPAHHPVDLADWELTESPENGFSFNTSHSCGHLVQNPDVFDGKCWLSCFLGQSVEVRCHEEHLADAFGYQTKWGVHGKYLQRRLQVRGIRAVVDPDGPIHVEALSCPQSWIRHLTLDDDVTPGFVRLTSLRIVPNTEPTTSRIFRFGAHKWYGAAGKRARAKRAAKSEKDSAPTPKVALPVPTCGITTYSPPTDGSCGWHVLAAIMNRMINGDFTSPLTQYNRPEDDWASDYDLVQAIQCLRLPATVVRNRACPNAKYLIKLNGVHWE..., which amino acid positions are active epitope sites? The epitope positions are: [838, 839, 840, 841, 842, 843, 844, 845, 846, 847, 848]. The amino acids at these positions are: QPLNLSLAAWP.